This data is from Catalyst prediction with 721,799 reactions and 888 catalyst types from USPTO. The task is: Predict which catalyst facilitates the given reaction. (1) Reactant: N[C:2]1[CH:10]=[C:9]([C:11]([F:14])([F:13])[F:12])[CH:8]=[CH:7][C:3]=1[C:4]([OH:6])=[O:5].[OH-].[Na+].N([O-])=O.[Na+].Cl.C([O-])(=O)C.[K+].C(=S)(OCC)[S-:28].[K+]. Product: [F:12][C:11]([F:14])([F:13])[C:9]1[CH:10]=[C:2]([SH:28])[C:3](=[CH:7][CH:8]=1)[C:4]([OH:6])=[O:5]. The catalyst class is: 6. (2) Reactant: Cl.Cl.[Cl:3][C:4]1[C:5]([F:30])=[C:6]([CH:27]=[CH:28][CH:29]=1)[NH:7][C:8]1[C:17]2[C:12](=[CH:13][C:14]([O:25][CH3:26])=[C:15]([O:18][CH:19]3[CH2:24][CH2:23][CH2:22][NH:21][CH2:20]3)[CH:16]=2)[N:11]=[CH:10][N:9]=1.C(N(CC)C(C)C)(C)C.[C:40]([O:43][CH2:44][C:45](Cl)=[O:46])(=[O:42])[CH3:41]. Product: [C:40]([O:43][CH2:44][C:45]([N:21]1[CH2:22][CH2:23][CH2:24][CH:19]([O:18][C:15]2[CH:16]=[C:17]3[C:12](=[CH:13][C:14]=2[O:25][CH3:26])[N:11]=[CH:10][N:9]=[C:8]3[NH:7][C:6]2[CH:27]=[CH:28][CH:29]=[C:4]([Cl:3])[C:5]=2[F:30])[CH2:20]1)=[O:46])(=[O:42])[CH3:41]. The catalyst class is: 2.